Task: Predict the product of the given reaction.. Dataset: Forward reaction prediction with 1.9M reactions from USPTO patents (1976-2016) (1) Given the reactants BrC1C=CC2OC3C(=O)NC(C4CCNCC4)=NC=3C=2C=1.BrC1C=CC2OC3C(=O)NC(C4CCN(C(OC(C)(C)C)=O)CC4)=NC=3C=2C=1.[F:50][C@@H:51]1[CH2:55][N:54](C(OC(C)(C)C)=O)[C@@H:53]([C:63]2[NH:64][C:65](=[O:78])[C:66]3[O:71][C:70]4[CH:72]=[CH:73][C:74]([O:76][CH3:77])=[CH:75][C:69]=4[C:67]=3[N:68]=2)[CH2:52]1, predict the reaction product. The product is: [F:50][C@H:51]1[CH2:55][NH:54][C@H:53]([C:63]2[NH:64][C:65](=[O:78])[C:66]3[O:71][C:70]4[CH:72]=[CH:73][C:74]([O:76][CH3:77])=[CH:75][C:69]=4[C:67]=3[N:68]=2)[CH2:52]1. (2) Given the reactants [Cl:1][C:2]1[CH:7]=[CH:6][C:5]([C:8]2[S:9][C:10]([CH2:14][NH:15][C:16]([CH:18]3[O:23][CH2:22][CH2:21][NH:20][CH2:19]3)=[O:17])=[C:11]([CH3:13])[N:12]=2)=[CH:4][CH:3]=1.I[C:25]1[CH:34]=[CH:33][CH:32]=[CH:31][C:26]=1[C:27]([O:29][CH3:30])=[O:28], predict the reaction product. The product is: [Cl:1][C:2]1[CH:3]=[CH:4][C:5]([C:8]2[S:9][C:10]([CH2:14][NH:15][C:16]([CH:18]3[O:23][CH2:22][CH2:21][N:20]([C:25]4[CH:34]=[CH:33][CH:32]=[CH:31][C:26]=4[C:27]([O:29][CH3:30])=[O:28])[CH2:19]3)=[O:17])=[C:11]([CH3:13])[N:12]=2)=[CH:6][CH:7]=1.